From a dataset of NCI-60 drug combinations with 297,098 pairs across 59 cell lines. Regression. Given two drug SMILES strings and cell line genomic features, predict the synergy score measuring deviation from expected non-interaction effect. (1) Drug 1: C1CN1C2=NC(=NC(=N2)N3CC3)N4CC4. Drug 2: COC1=CC(=CC(=C1O)OC)C2C3C(COC3=O)C(C4=CC5=C(C=C24)OCO5)OC6C(C(C7C(O6)COC(O7)C8=CC=CS8)O)O. Cell line: HCC-2998. Synergy scores: CSS=59.4, Synergy_ZIP=-2.95, Synergy_Bliss=-2.21, Synergy_Loewe=-0.437, Synergy_HSA=2.99. (2) Cell line: 786-0. Synergy scores: CSS=1.76, Synergy_ZIP=0.506, Synergy_Bliss=2.52, Synergy_Loewe=1.57, Synergy_HSA=1.57. Drug 1: CCCS(=O)(=O)NC1=C(C(=C(C=C1)F)C(=O)C2=CNC3=C2C=C(C=N3)C4=CC=C(C=C4)Cl)F. Drug 2: CC(C)CN1C=NC2=C1C3=CC=CC=C3N=C2N.